Predict the reactants needed to synthesize the given product. From a dataset of Retrosynthesis with 50K atom-mapped reactions and 10 reaction types from USPTO. (1) The reactants are: COC(=O)c1cncn1Cc1cc(-c2ccc(Cl)s2)on1. Given the product O=C(O)c1cncn1Cc1cc(-c2ccc(Cl)s2)on1, predict the reactants needed to synthesize it. (2) Given the product CCc1nc2c(Cl)cccn2c1-c1cccc(Oc2cccc(S(=O)(=O)CC)c2)c1, predict the reactants needed to synthesize it. The reactants are: CCS(=O)(=O)c1cccc(Br)c1.CCc1nc2c(Cl)cccn2c1-c1cccc(O)c1. (3) Given the product Cc1cc(C(=O)O)sc1Br, predict the reactants needed to synthesize it. The reactants are: COC(=O)c1cc(C)c(Br)s1. (4) Given the product Nc1cccc(OCc2ccccc2)c1O, predict the reactants needed to synthesize it. The reactants are: O=[N+]([O-])c1cccc(OCc2ccccc2)c1O.